Predict the reaction yield, written as a fraction of the theoretical maximum amount of product (1.0 means a 100% yield; for example, 0.34 means a 34% yield). From a dataset of Reaction yield outcomes from USPTO patents with 853,638 reactions. (1) The yield is 0.970. The reactants are [N:1]1[CH:6]=[CH:5][CH:4]=[CH:3][C:2]=1[CH:7]([NH2:9])[CH3:8].[C:10]([O:14][C:15]([N:17]1[C@@H:21]([C@H:22]([O:29][Si:30]([C:33]([CH3:36])([CH3:35])[CH3:34])([CH3:32])[CH3:31])[C:23]2[CH:28]=[CH:27][CH:26]=[CH:25][CH:24]=2)[CH2:20][CH2:19][C@H:18]1[CH2:37][C:38]1[CH:46]=[CH:45][C:41]([C:42](O)=[O:43])=[CH:40][CH:39]=1)=[O:16])([CH3:13])([CH3:12])[CH3:11].CN(C(ON1N=NC2C=CC=NC1=2)=[N+](C)C)C.F[P-](F)(F)(F)(F)F.CCN(C(C)C)C(C)C. The catalyst is CN(C=O)C. The product is [Si:30]([O:29][C@H:22]([C:23]1[CH:24]=[CH:25][CH:26]=[CH:27][CH:28]=1)[C@H:21]1[CH2:20][CH2:19][C@@H:18]([CH2:37][C:38]2[CH:39]=[CH:40][C:41]([C:42](=[O:43])[NH:9][CH:7]([C:2]3[CH:3]=[CH:4][CH:5]=[CH:6][N:1]=3)[CH3:8])=[CH:45][CH:46]=2)[N:17]1[C:15]([O:14][C:10]([CH3:11])([CH3:12])[CH3:13])=[O:16])([C:33]([CH3:34])([CH3:35])[CH3:36])([CH3:32])[CH3:31]. (2) The reactants are [CH3:1][C:2]1[S:6][C:5]([C:7]([O:9]C)=[O:8])=[CH:4][C:3]=1[C:11]1[N:15]([CH3:16])[N:14]=[CH:13][CH:12]=1.[OH-].[Na+]. The catalyst is O1CCCC1. The product is [CH3:1][C:2]1[S:6][C:5]([C:7]([OH:9])=[O:8])=[CH:4][C:3]=1[C:11]1[N:15]([CH3:16])[N:14]=[CH:13][CH:12]=1. The yield is 0.750.